Dataset: Full USPTO retrosynthesis dataset with 1.9M reactions from patents (1976-2016). Task: Predict the reactants needed to synthesize the given product. Given the product [CH3:1][O:2][C:3]1[CH:4]=[C:5]([CH2:12][C:13]([OH:15])=[O:14])[CH:6]=[CH:7][C:8]=1[N+:9]([O-:11])=[O:10], predict the reactants needed to synthesize it. The reactants are: [CH3:1][O:2][C:3]1[CH:4]=[C:5]([CH:12](C(OCC)=O)[C:13]([O:15]CC)=[O:14])[CH:6]=[CH:7][C:8]=1[N+:9]([O-:11])=[O:10].[OH-].[Na+].